This data is from Forward reaction prediction with 1.9M reactions from USPTO patents (1976-2016). The task is: Predict the product of the given reaction. (1) Given the reactants FC(F)(F)C(O)=O.C([SiH](C(C)C)C(C)C)(C)C.[CH2:18]([C@@H:25]([C:82](=[O:157])[NH:83][CH2:84][C:85](=[O:156])[N:86]([CH3:155])[C@@H:87]([CH2:151][CH:152]([CH3:154])[CH3:153])[C:88](=[O:150])[N:89]([CH3:149])[C@@H:90]([CH:146]([CH3:148])[CH3:147])[C:91](=[O:145])[NH:92][C@@H:93]([CH2:138][C:139]1[CH:144]=[CH:143][CH:142]=[CH:141][CH:140]=1)[C:94](=[O:137])[NH:95][C@H:96]([C:112](=[O:136])[N:113]([CH3:135])[C@@H:114]([CH2:128][C:129]1[CH:134]=[CH:133][CH:132]=[CH:131][CH:130]=1)[C:115](=[O:127])[NH:116][C@@H:117]([CH3:126])[C:118](=[O:125])[N:119]1[CH2:124][CH2:123][CH2:122][CH2:121][CH2:120]1)[CH2:97][C:98]([O:100][C:101]1[C:106]([CH3:107])=[CH:105][CH:104]=[CH:103][C:102]=1[S:108][S:109][CH2:110][CH3:111])=[O:99])[N:26]([CH3:81])[C:27](=[O:80])[C@H:28]([C@H:58]([O:60]C(C1C=CC=CC=1)(C1C=CC=CC=1)C1C=CC=CC=1)[CH3:59])[NH:29][C:30](=[O:57])[C@H:31]([CH2:53][CH:54]([CH3:56])[CH3:55])[N:32]([CH3:52])[C:33](=[O:51])[C@H:34]([CH:48]([CH3:50])[CH3:49])[NH:35][C:36](=[O:47])[C@H:37]([CH3:46])[NH:38]C(=O)OC(C)(C)C)[C:19]1[CH:24]=[CH:23][CH:22]=[CH:21][CH:20]=1, predict the reaction product. The product is: [NH2:38][C@@H:37]([CH3:46])[C:36](=[O:47])[NH:35][C@@H:34]([CH:48]([CH3:50])[CH3:49])[C:33](=[O:51])[N:32]([CH3:52])[C@@H:31]([CH2:53][CH:54]([CH3:56])[CH3:55])[C:30](=[O:57])[NH:29][C@@H:28]([C@H:58]([OH:60])[CH3:59])[C:27](=[O:80])[N:26]([CH3:81])[C@@H:25]([CH2:18][C:19]1[CH:20]=[CH:21][CH:22]=[CH:23][CH:24]=1)[C:82](=[O:157])[NH:83][CH2:84][C:85](=[O:156])[N:86]([CH3:155])[C@@H:87]([CH2:151][CH:152]([CH3:153])[CH3:154])[C:88](=[O:150])[N:89]([CH3:149])[C@@H:90]([CH:146]([CH3:147])[CH3:148])[C:91](=[O:145])[NH:92][C@@H:93]([CH2:138][C:139]1[CH:144]=[CH:143][CH:142]=[CH:141][CH:140]=1)[C:94](=[O:137])[NH:95][C@H:96]([C:112](=[O:136])[N:113]([CH3:135])[C@@H:114]([CH2:128][C:129]1[CH:134]=[CH:133][CH:132]=[CH:131][CH:130]=1)[C:115](=[O:127])[NH:116][C@@H:117]([CH3:126])[C:118](=[O:125])[N:119]1[CH2:120][CH2:121][CH2:122][CH2:123][CH2:124]1)[CH2:97][C:98]([O:100][C:101]1[C:106]([CH3:107])=[CH:105][CH:104]=[CH:103][C:102]=1[S:108][S:109][CH2:110][CH3:111])=[O:99]. (2) Given the reactants [C:1]([O:5][C:6]([N:8]1[CH2:13][CH2:12][N:11]2[C:14]([C:23]([F:26])([F:25])[F:24])=[N:15][C:16]([C:17](=[O:22])N(OC)C)=[C:10]2[CH2:9]1)=[O:7])([CH3:4])([CH3:3])[CH3:2].[CH:27]1([Mg]Br)[CH2:31][CH2:30][CH2:29][CH2:28]1.[Cl-].[NH4+], predict the reaction product. The product is: [C:1]([O:5][C:6]([N:8]1[CH2:13][CH2:12][N:11]2[C:14]([C:23]([F:25])([F:24])[F:26])=[N:15][C:16]([C:17]([CH:27]3[CH2:31][CH2:30][CH2:29][CH2:28]3)=[O:22])=[C:10]2[CH2:9]1)=[O:7])([CH3:2])([CH3:4])[CH3:3]. (3) Given the reactants [CH2:1]([C:5]1[S:6][CH:7]=[CH:8][N:9]=1)[CH:2]([CH3:4])[CH3:3].[Br:10]N1C(=O)CCC1=O.C(OCC)(=O)C.CCCCCC, predict the reaction product. The product is: [Br:10][C:7]1[S:6][C:5]([CH2:1][CH:2]([CH3:4])[CH3:3])=[N:9][CH:8]=1. (4) Given the reactants [ClH:1].[CH3:2][CH:3]1[C:8]2[CH:9]=[CH:10][CH:11]=[CH:12][C:7]=2[N:6]([CH:13]2[CH2:18][CH2:17][NH:16][CH2:15][CH2:14]2)[C:5](=[O:19])[O:4]1.Cl[C:21]1[N:26]=[CH:25][C:24]([C:27]([NH:29][CH:30]([CH3:32])[CH3:31])=[O:28])=[CH:23][CH:22]=1, predict the reaction product. The product is: [Cl:1][C:22]1[CH:23]=[C:24]([C:27]([NH:29][CH:30]([CH3:32])[CH3:31])=[O:28])[CH:25]=[N:26][C:21]=1[N:16]1[CH2:17][CH2:18][CH:13]([N:6]2[C:7]3[CH:12]=[CH:11][CH:10]=[CH:9][C:8]=3[CH:3]([CH3:2])[O:4][C:5]2=[O:19])[CH2:14][CH2:15]1. (5) Given the reactants [Cl:1][C:2]1[C:3]([F:41])=[C:4]([C@H:8]2[CH2:12][N:11]([CH2:13][C:14]([NH:16][C:17]3[CH:25]=[CH:24][C:20]([C:21](O)=[O:22])=[CH:19][CH:18]=3)=[O:15])[C@@H:10]([CH2:26][C:27]([CH3:30])([CH3:29])[CH3:28])[C@@:9]2([C:33]2[CH:38]=[CH:37][C:36]([Cl:39])=[CH:35][C:34]=2[F:40])[C:31]#[N:32])[CH:5]=[CH:6][CH:7]=1.N.C[N:44](C(ON1N=NC2C=CC=NC1=2)=[N+](C)C)C.F[P-](F)(F)(F)(F)F.CCN(C(C)C)C(C)C, predict the reaction product. The product is: [Cl:1][C:2]1[C:3]([F:41])=[C:4]([C@H:8]2[CH2:12][N:11]([CH2:13][C:14]([NH:16][C:17]3[CH:25]=[CH:24][C:20]([C:21]([NH2:44])=[O:22])=[CH:19][CH:18]=3)=[O:15])[C@@H:10]([CH2:26][C:27]([CH3:30])([CH3:29])[CH3:28])[C@@:9]2([C:33]2[CH:38]=[CH:37][C:36]([Cl:39])=[CH:35][C:34]=2[F:40])[C:31]#[N:32])[CH:5]=[CH:6][CH:7]=1.